Dataset: Full USPTO retrosynthesis dataset with 1.9M reactions from patents (1976-2016). Task: Predict the reactants needed to synthesize the given product. (1) Given the product [F:15][C:5]1[CH:4]=[C:3]([C:1]#[C:2]/[C:17](/[CH3:18])=[CH:19]/[CH3:20])[CH:8]=[CH:7][C:6]=1[CH2:9][CH2:10][C:11]([O:13][CH3:14])=[O:12], predict the reactants needed to synthesize it. The reactants are: [C:1]([C:3]1[CH:8]=[CH:7][C:6]([CH2:9][CH2:10][C:11]([O:13][CH3:14])=[O:12])=[C:5]([F:15])[CH:4]=1)#[CH:2].Br/[C:17](=[CH:19]/[CH3:20])/[CH3:18]. (2) Given the product [CH2:1]([O:8][C:9]1[CH:14]=[CH:13][C:12]([C:15]2[O:19][C:18]([CH3:21])([CH3:20])[C:17](=[O:22])[C:16]=2[C:27]2[CH:28]=[CH:29][N:24]=[CH:25][CH:26]=2)=[CH:11][CH:10]=1)[C:2]1[CH:7]=[CH:6][CH:5]=[CH:4][CH:3]=1, predict the reactants needed to synthesize it. The reactants are: [CH2:1]([O:8][C:9]1[CH:14]=[CH:13][C:12]([C:15]2[O:19][C:18]([CH3:21])([CH3:20])[C:17](=[O:22])[C:16]=2Br)=[CH:11][CH:10]=1)[C:2]1[CH:7]=[CH:6][CH:5]=[CH:4][CH:3]=1.[N:24]1[CH:29]=[CH:28][C:27](B(O)O)=[CH:26][CH:25]=1.C([O-])([O-])=O.[Cs+].[Cs+].O. (3) Given the product [CH3:18][Si:17]([CH3:20])([CH3:19])[CH2:16][CH2:15][O:14][CH2:13][N:9]1[C:10]2[C:6](=[CH:5][C:4]([NH2:1])=[CH:12][CH:11]=2)[CH:7]=[N:8]1, predict the reactants needed to synthesize it. The reactants are: [N+:1]([C:4]1[CH:5]=[C:6]2[C:10](=[CH:11][CH:12]=1)[N:9]([CH2:13][O:14][CH2:15][CH2:16][Si:17]([CH3:20])([CH3:19])[CH3:18])[N:8]=[CH:7]2)([O-])=O. (4) Given the product [CH2:1]([O:3][C:4](=[O:16])[CH2:5][CH:6]1[CH2:15][CH2:14][C:9]([O:10][OH:22])([O:17][OH:18])[CH2:8][CH2:7]1)[CH3:2], predict the reactants needed to synthesize it. The reactants are: [CH2:1]([O:3][C:4](=[O:16])[CH2:5][CH:6]1[CH2:15][CH2:14][C:9]2(OCC[O:10]2)[CH2:8][CH2:7]1)[CH3:2].[OH:17][OH:18].C1C[O:22]CC1. (5) The reactants are: [N:1]1([C:49]([O:51][CH2:52][C:53]2[CH:58]=[CH:57][CH:56]=[CH:55][CH:54]=2)=[O:50])[CH2:5][CH2:4][CH2:3][C@H:2]1[C:6]([O:8][CH2:9][C:10]([C:12]1[CH:21]=[CH:20][C:19]2[C:14](=[CH:15][CH:16]=[CH:17][C:18]=2[O:22][CH2:23][C:24]2[CH:29]=[C:28]([C:30](=[O:47])[CH2:31][O:32][C:33]([C@@H:35]3[CH2:39][CH2:38][CH2:37][N:36]3[C:40]([O:42][C:43]([CH3:46])([CH3:45])[CH3:44])=[O:41])=[O:34])[CH:27]=[CH:26][C:25]=2Br)[CH:13]=1)=[O:11])=[O:7].C([O-])(=O)C.[Na+]. Given the product [N:1]1([C:49]([O:51][CH2:52][C:53]2[CH:58]=[CH:57][CH:56]=[CH:55][CH:54]=2)=[O:50])[CH2:5][CH2:4][CH2:3][C@H:2]1[C:6]([O:8][CH2:9][C:10]([C:12]1[CH:21]=[CH:20][C:19]2[C:14]([CH:13]=1)=[CH:15][CH:16]=[C:17]1[C:18]=2[O:22][CH2:23][C:24]2[CH:29]=[C:28]([C:30](=[O:47])[CH2:31][O:32][C:33]([C@@H:35]3[CH2:39][CH2:38][CH2:37][N:36]3[C:40]([O:42][C:43]([CH3:46])([CH3:45])[CH3:44])=[O:41])=[O:34])[CH:27]=[CH:26][C:25]1=2)=[O:11])=[O:7], predict the reactants needed to synthesize it. (6) The reactants are: [O-][N+:2]1[C:7]2[CH:8]=[CH:9][CH:10]=[CH:11][C:6]=2[N:5]=[C:4]([N:12]2[CH2:17][CH2:16][CH:15]([C:18]([NH:20][C:21]3[CH:30]=[CH:29][CH:28]=[CH:27][C:22]=3[C:23]([O:25][CH3:26])=[O:24])=[O:19])[CH2:14][CH2:13]2)[N:3]=1. Given the product [N:2]1[C:7]2[CH:8]=[CH:9][CH:10]=[CH:11][C:6]=2[N:5]=[C:4]([N:12]2[CH2:13][CH2:14][CH:15]([C:18]([NH:20][C:21]3[CH:30]=[CH:29][CH:28]=[CH:27][C:22]=3[C:23]([O:25][CH3:26])=[O:24])=[O:19])[CH2:16][CH2:17]2)[N:3]=1, predict the reactants needed to synthesize it.